This data is from Reaction yield outcomes from USPTO patents with 853,638 reactions. The task is: Predict the reaction yield, written as a fraction of the theoretical maximum amount of product (1.0 means a 100% yield; for example, 0.34 means a 34% yield). (1) The reactants are [Br:1][C:2]1[C:3](=[O:19])[N:4]([CH3:18])[CH:5]=[C:6]([C:8]2[CH:13]=[CH:12][CH:11]=[C:10]([N+:14]([O-])=O)[C:9]=2[CH3:17])[CH:7]=1.Cl.C(=O)([O-])[O-].[K+].[K+]. The catalyst is [Fe].C(O)C. The product is [NH2:14][C:10]1[C:9]([CH3:17])=[C:8]([C:6]2[CH:7]=[C:2]([Br:1])[C:3](=[O:19])[N:4]([CH3:18])[CH:5]=2)[CH:13]=[CH:12][CH:11]=1. The yield is 0.880. (2) The reactants are [CH3:1][C:2]([CH3:19])([CH3:18])[CH2:3][O:4][C:5]1[CH:13]=[CH:12][C:11]([S:14]([CH3:17])(=[O:16])=[O:15])=[CH:10][C:6]=1[C:7]([OH:9])=O.Cl.[CH3:21][S:22]([C:25]1[S:29][C:28]([N:30]2[CH2:35][CH2:34][NH:33][CH2:32][CH2:31]2)=[N:27][CH:26]=1)(=[O:24])=[O:23]. No catalyst specified. The product is [CH3:18][C:2]([CH3:1])([CH3:19])[CH2:3][O:4][C:5]1[CH:13]=[CH:12][C:11]([S:14]([CH3:17])(=[O:16])=[O:15])=[CH:10][C:6]=1[C:7]([N:33]1[CH2:34][CH2:35][N:30]([C:28]2[S:29][C:25]([S:22]([CH3:21])(=[O:24])=[O:23])=[CH:26][N:27]=2)[CH2:31][CH2:32]1)=[O:9]. The yield is 0.360. (3) The reactants are Cl.Cl.[CH3:3][N:4]1[CH2:11][CH2:10][CH2:9][C:5]21[CH2:8][NH:7][CH2:6]2.[Cl:12][C:13]1[C:14]([C:32]2[CH:33]=[N:34][N:35]3[CH:40]=[CH:39][CH:38]=[CH:37][C:36]=23)=[N:15][C:16]([NH:19][C:20]2[CH:25]=[C:24]([N+:26]([O-:28])=[O:27])[C:23](F)=[CH:22][C:21]=2[O:30][CH3:31])=[N:17][CH:18]=1.CN1CCCC21CNC2.CCN(C(C)C)C(C)C. The catalyst is CO.O.CC(N(C)C)=O.CO. The product is [Cl:12][C:13]1[C:14]([C:32]2[CH:33]=[N:34][N:35]3[CH:40]=[CH:39][CH:38]=[CH:37][C:36]=23)=[N:15][C:16]([NH:19][C:20]2[CH:25]=[C:24]([N+:26]([O-:28])=[O:27])[C:23]([N:7]3[CH2:8][C:5]4([CH2:9][CH2:10][CH2:11][N:4]4[CH3:3])[CH2:6]3)=[CH:22][C:21]=2[O:30][CH3:31])=[N:17][CH:18]=1. The yield is 0.850. (4) The reactants are CC(C)([O-])C.[K+].[CH:7]1[C:16]2[C:11](=[CH:12][CH:13]=[CH:14][CH:15]=2)[CH:10]=[CH:9][C:8]=1[C:17]1([C:22]2[CH:27]=[CH:26][CH:25]=[CH:24][CH:23]=2)[CH2:19][C:18]1(Br)[CH3:20].O. The catalyst is CS(C)=O. The product is [CH:7]1[C:16]2[C:11](=[CH:12][CH:13]=[CH:14][CH:15]=2)[CH:10]=[CH:9][C:8]=1[C:17]1([C:22]2[CH:27]=[CH:26][CH:25]=[CH:24][CH:23]=2)[CH2:19][C:18]1=[CH2:20]. The yield is 0.670.